Dataset: Forward reaction prediction with 1.9M reactions from USPTO patents (1976-2016). Task: Predict the product of the given reaction. (1) Given the reactants N[C:2]1[C:11]2[N:10]=[C:9]([C:12]([O:14][CH3:15])=[O:13])[C:8](=[O:16])[NH:7][C:6]=2[N:5]=[C:4]([S:17][CH2:18][C:19]2[CH:24]=[CH:23][CH:22]=[CH:21][CH:20]=2)[N:3]=1.N(OCCC(C)C)=O.C(Br)(Br)[Br:34], predict the reaction product. The product is: [CH2:18]([S:17][C:4]1[N:3]=[C:2]([Br:34])[C:11]2[N:10]=[C:9]([C:12]([O:14][CH3:15])=[O:13])[C:8](=[O:16])[NH:7][C:6]=2[N:5]=1)[C:19]1[CH:24]=[CH:23][CH:22]=[CH:21][CH:20]=1. (2) Given the reactants [OH-].[Na+].[CH2:3]([O:10][C:11]1[C:12]2[N:13]=[CH:14][N:15]([C:31]=2[N:32]=[C:33]([NH:35]C(=O)COC2C=CC=CC=2)[N:34]=1)[C@@H:16]1[O:30][C@H:27]([CH2:28][OH:29])[C@@H:18]([O:19][Si:20]([C:23]([CH3:26])([CH3:25])[CH3:24])([CH3:22])[CH3:21])[CH2:17]1)[C:4]1[CH:9]=[CH:8][CH:7]=[CH:6][CH:5]=1.O.Cl, predict the reaction product. The product is: [CH2:3]([O:10][C:11]1[C:12]2[N:13]=[CH:14][N:15]([C:31]=2[N:32]=[C:33]([NH2:35])[N:34]=1)[C@@H:16]1[O:30][C@H:27]([CH2:28][OH:29])[C@@H:18]([O:19][Si:20]([C:23]([CH3:24])([CH3:26])[CH3:25])([CH3:22])[CH3:21])[CH2:17]1)[C:4]1[CH:5]=[CH:6][CH:7]=[CH:8][CH:9]=1. (3) Given the reactants P(Cl)(Cl)(Cl)=O.[Cl:6][CH:7]([CH2:26][CH3:27])[C:8]([NH:10][C:11]1[CH:15]=[CH:14][S:13][C:12]=1[C:16]([NH:18][C:19]1[CH:24]=[CH:23][CH:22]=[CH:21][C:20]=1[CH3:25])=[O:17])=O, predict the reaction product. The product is: [Cl:6][CH:7]([C:8]1[N:18]([C:19]2[CH:24]=[CH:23][CH:22]=[CH:21][C:20]=2[CH3:25])[C:16](=[O:17])[C:12]2[S:13][CH:14]=[CH:15][C:11]=2[N:10]=1)[CH2:26][CH3:27]. (4) Given the reactants [Cl:1][C:2]1[N:7]=[N:6][C:5]([NH:8][NH2:9])=[C:4]([NH2:10])[CH:3]=1.[C:11]([O-])(=O)[CH3:12].[K+], predict the reaction product. The product is: [Cl:1][C:2]1[CH:3]=[C:4]([NH2:10])[C:5]2[N:6]([C:11]([CH3:12])=[N:9][N:8]=2)[N:7]=1. (5) Given the reactants [CH3:1][C:2]1[S:6][C:5]2[CH:7]=[C:8]3[C:13](=[C:14]([C:15]4[CH:20]=[C:19]([CH3:21])[C:18]([O:22][C:23](=[O:25])[CH3:24])=[C:17]([CH3:26])[CH:16]=4)[C:4]=2[C:3]=1[CH3:27])[CH:12]=[CH:11][CH:10]=[CH:9]3.[Br:28]Br, predict the reaction product. The product is: [Br:28][C:7]1[C:5]2[S:6][C:2]([CH3:1])=[C:3]([CH3:27])[C:4]=2[C:14]([C:15]2[CH:16]=[C:17]([CH3:26])[C:18]([O:22][C:23](=[O:25])[CH3:24])=[C:19]([CH3:21])[CH:20]=2)=[C:13]2[C:8]=1[CH:9]=[CH:10][CH:11]=[CH:12]2. (6) The product is: [F:9][C:10]1([F:15])[CH2:14][CH2:13][N:12]([C:4](=[O:6])[CH2:3][N+:1]#[C-:2])[CH2:11]1. Given the reactants [N+:1]([CH2:3][C:4]([O:6]C)=O)#[C-:2].Cl.[F:9][C:10]1([F:15])[CH2:14][CH2:13][NH:12][CH2:11]1.C(N(CC)CC)C, predict the reaction product. (7) Given the reactants [O:1]=[C:2]1[C:15]2[CH:14]=[CH:13][C:12]([C:16]([OH:18])=O)=[CH:11][C:10]=2[O:9][C:8]2[C:3]1=[CH:4][CH:5]=[CH:6][CH:7]=2.C[O:20][C:21]1[CH:34]=[CH:33]C=C2[C:22]=1OC1C=C(C(O)=O)C=CC=1C2=O.O[C@H]1CC[NH:42]C1.C(NCC)C.CN(C(ON1N=NC2C=CC=NC1=2)=[N+](C)C)C.F[P-](F)(F)(F)(F)F.CN(C(ON1N=NC2C=CC=CC1=2)=[N+](C)C)C.F[P-](F)(F)(F)(F)F, predict the reaction product. The product is: [OH:20][C@H:21]1[CH2:34][CH2:33][N:42]([C:16]([C:12]2[CH:13]=[CH:14][C:15]3[C:2](=[O:1])[C:3]4[C:8]([O:9][C:10]=3[CH:11]=2)=[CH:7][CH:6]=[CH:5][CH:4]=4)=[O:18])[CH2:22]1. (8) The product is: [CH3:1][C:2]1[NH:6][N:5]=[C:4]([N:7]2[C:11](=[O:12])[C:10]3[C:9](=[CH:17][CH:16]=[CH:15][CH:14]=3)[C:8]2=[O:13])[CH:3]=1. Given the reactants [CH3:1][C:2]1[NH:6][N:5]=[C:4]([NH2:7])[CH:3]=1.[C:8]1(=O)[O:13][C:11](=[O:12])[C:10]2=[CH:14][CH:15]=[CH:16][CH:17]=[C:9]12, predict the reaction product.